Predict the product of the given reaction. From a dataset of Forward reaction prediction with 1.9M reactions from USPTO patents (1976-2016). (1) The product is: [C:59]([O:58][C:56]([NH:55][O:54][CH2:53][CH2:52][CH2:51][CH2:50][NH:49][C:14](=[O:16])[CH2:13][O:12][C:8]1[CH:7]=[C:6]2[C:11]([C:2]([CH3:1])=[CH:3][C:4](=[O:17])[O:5]2)=[CH:10][CH:9]=1)=[O:57])([CH3:62])([CH3:61])[CH3:60]. Given the reactants [CH3:1][C:2]1[C:11]2[C:6](=[CH:7][C:8]([O:12][CH2:13][C:14]([OH:16])=O)=[CH:9][CH:10]=2)[O:5][C:4](=[O:17])[CH:3]=1.Cl.C(N=C=NCCCN(C)C)C.ON1C2C=CC=CC=2N=N1.CCN(C(C)C)C(C)C.[NH2:49][CH2:50][CH2:51][CH2:52][CH2:53][O:54][NH:55][C:56]([O:58][C:59]([CH3:62])([CH3:61])[CH3:60])=[O:57], predict the reaction product. (2) The product is: [NH2:38][C:24]1[N:25]=[C:26]([C:28]2[CH:37]=[C:36]3[C:31]([CH2:32][CH2:33][N:34]([C:10]([NH:1][C:2]4[CH:7]=[N:6][C:5]([O:8][CH3:9])=[CH:4][CH:3]=4)=[O:11])[CH2:35]3)=[CH:30][CH:29]=2)[CH:27]=[C:22]([N:19]2[CH2:18][CH2:17][N:16]([CH3:15])[CH2:21][CH2:20]2)[N:23]=1. Given the reactants [NH2:1][C:2]1[CH:3]=[CH:4][C:5]([O:8][CH3:9])=[N:6][CH:7]=1.[C:10](Cl)(Cl)=[O:11].Cl.[CH3:15][N:16]1[CH2:21][CH2:20][N:19]([C:22]2[CH:27]=[C:26]([C:28]3[CH:37]=[C:36]4[C:31]([CH2:32][CH2:33][NH:34][CH2:35]4)=[CH:30][CH:29]=3)[N:25]=[C:24]([NH2:38])[N:23]=2)[CH2:18][CH2:17]1, predict the reaction product. (3) Given the reactants [CH3:1][N:2](S(C1C=CC=CC=1[N+]([O-])=O)(=O)=O)[C@@H:3]1[CH2:8][CH2:7][CH2:6][C@H:5]([C:9]([O:11][CH2:12][CH3:13])=[O:10])[CH2:4]1.C(O)(=O)CS.[OH-].[Li+].C(=O)([O-])O.[Na+], predict the reaction product. The product is: [CH3:1][NH:2][C@@H:3]1[CH2:8][CH2:7][CH2:6][C@H:5]([C:9]([O:11][CH2:12][CH3:13])=[O:10])[CH2:4]1. (4) Given the reactants [Br:1][C:2]1[CH:3]=[CH:4][C:5]([OH:11])=[C:6]([C:8](=[O:10])[CH3:9])[CH:7]=1.[O:12]1[CH2:17][CH2:16][CH2:15][C:14](=O)[CH2:13]1.N1CCCC1.O, predict the reaction product. The product is: [Br:1][C:2]1[CH:7]=[C:6]2[C:5](=[CH:4][CH:3]=1)[O:11][C:14]1([CH2:15][CH2:16][CH2:17][O:12][CH2:13]1)[CH2:9][C:8]2=[O:10]. (5) Given the reactants [NH2:1][C:2]1[CH:10]=[C:9]2[C:5]([CH2:6][C:7](=[O:11])[NH:8]2)=[CH:4][CH:3]=1.[C:12](O[C:12]([O:14][C:15]([CH3:18])([CH3:17])[CH3:16])=[O:13])([O:14][C:15]([CH3:18])([CH3:17])[CH3:16])=[O:13].CCN(CC)CC, predict the reaction product. The product is: [O:11]=[C:7]1[CH2:6][C:5]2[C:9](=[CH:10][C:2]([NH:1][C:12](=[O:13])[O:14][C:15]([CH3:18])([CH3:17])[CH3:16])=[CH:3][CH:4]=2)[NH:8]1. (6) Given the reactants [CH3:1][C:2]([CH:5]=O)([CH3:4])[CH3:3].[CH3:7][O:8][C:9]1[C:10]([CH3:19])=[C:11]([CH:16]=[CH:17][CH:18]=1)[C:12]([NH:14][NH2:15])=[O:13], predict the reaction product. The product is: [CH3:4][C:2]([CH3:1])([CH3:3])[CH:5]=[N:15][NH:14][C:12](=[O:13])[C:11]1[CH:16]=[CH:17][CH:18]=[C:9]([O:8][CH3:7])[C:10]=1[CH3:19]. (7) Given the reactants [CH:1]1([C:6]2[C:15]([CH:16](F)[C:17]3[CH:22]=[CH:21][C:20]([C:23]([F:26])([F:25])[F:24])=[CH:19][CH:18]=3)=[C:14]([C:28]3[CH:33]=[CH:32][C:31]([F:34])=[C:30]([F:35])[CH:29]=3)[C:13]3[CH:12]([OH:36])[CH2:11][C:10]([CH3:38])([CH3:37])[CH2:9][C:8]=3[N:7]=2)CC[CH2:3][CH2:2]1.C1(C)C=CC=CC=1.C([Al]CC(C)C)C(C)C.[Cl-].[Na+], predict the reaction product. The product is: [CH:1]1([C:6]2[C:15]([CH2:16][C:17]3[CH:22]=[CH:21][C:20]([C:23]([F:26])([F:25])[F:24])=[CH:19][CH:18]=3)=[C:14]([C:28]3[CH:33]=[CH:32][C:31]([F:34])=[C:30]([F:35])[CH:29]=3)[C:13]3[CH:12]([OH:36])[CH2:11][C:10]([CH3:37])([CH3:38])[CH2:9][C:8]=3[N:7]=2)[CH2:3][CH2:2]1. (8) Given the reactants Cl[C:2]1[N:3]=[C:4]([NH:16][CH2:17][CH3:18])[C:5]2[N:11]=[C:10](Cl)[N:9]=[C:8]([NH:13][CH2:14][CH3:15])[C:6]=2[N:7]=1.[CH:19]1([CH2:22][NH2:23])[CH2:21][CH2:20]1, predict the reaction product. The product is: [CH:19]1([CH2:22][NH:23][C:2]2[N:3]=[C:4]([NH:16][CH2:17][CH3:18])[C:5]3[N:11]=[C:10]([NH:23][CH2:22][CH:19]4[CH2:21][CH2:20]4)[N:9]=[C:8]([NH:13][CH2:14][CH3:15])[C:6]=3[N:7]=2)[CH2:21][CH2:20]1.